From a dataset of Peptide-MHC class II binding affinity with 134,281 pairs from IEDB. Regression. Given a peptide amino acid sequence and an MHC pseudo amino acid sequence, predict their binding affinity value. This is MHC class II binding data. The peptide sequence is YHFDLSGHAFGAMAK. The MHC is DRB1_0405 with pseudo-sequence DRB1_0405. The binding affinity (normalized) is 0.154.